The task is: Predict the reactants needed to synthesize the given product.. This data is from Full USPTO retrosynthesis dataset with 1.9M reactions from patents (1976-2016). (1) Given the product [CH3:1][CH:2]([CH3:20])[C:3]([C:5]1[C:6]([C:14]2[CH:19]=[CH:18][CH:17]=[CH:16][CH:15]=2)=[N:7][N:8]2[CH:13]=[CH:12][CH:11]=[CH:10][C:9]=12)=[N:22][OH:23], predict the reactants needed to synthesize it. The reactants are: [CH3:1][CH:2]([CH3:20])[C:3]([C:5]1[C:6]([C:14]2[CH:19]=[CH:18][CH:17]=[CH:16][CH:15]=2)=[N:7][N:8]2[CH:13]=[CH:12][CH:11]=[CH:10][C:9]=12)=O.Cl.[NH2:22][OH:23].[OH-].[Na+].Cl. (2) The reactants are: [CH3:1][N:2]([CH3:41])[C:3]([C:5]1[CH:6]=[C:7]([CH:30](C(OCC)=O)[C:31]([O:33]CC)=[O:32])[CH:8]=[CH:9][C:10]=1[NH:11][C:12]([C:14]1[CH:19]=[CH:18][CH:17]=[CH:16][C:15]=1[C:20]1[CH:25]=[CH:24][C:23]([O:26][CH:27]([CH3:29])[CH3:28])=[CH:22][CH:21]=1)=[O:13])=[O:4].C([O-])([O-])=O.[K+].[K+].CO.C1(C)C=CC=CC=1. Given the product [CH3:41][N:2]([CH3:1])[C:3]([C:5]1[CH:6]=[C:7]([CH2:30][C:31]([OH:33])=[O:32])[CH:8]=[CH:9][C:10]=1[NH:11][C:12]([C:14]1[CH:19]=[CH:18][CH:17]=[CH:16][C:15]=1[C:20]1[CH:21]=[CH:22][C:23]([O:26][CH:27]([CH3:28])[CH3:29])=[CH:24][CH:25]=1)=[O:13])=[O:4], predict the reactants needed to synthesize it. (3) Given the product [C:1]1([N:7]2[CH:11]=[C:10]([CH:12]3[CH2:17][CH2:16][N:15]([C:18]([O:20][C:21]([CH3:24])([CH3:23])[CH3:22])=[O:19])[CH2:14][CH2:13]3)[N:9]=[N:8]2)[CH:2]=[CH:3][CH:4]=[CH:5][CH:6]=1, predict the reactants needed to synthesize it. The reactants are: [C:1]1([N:7]2[CH:11]=[C:10]([C:12]3[CH2:13][CH2:14][N:15]([C:18]([O:20][C:21]([CH3:24])([CH3:23])[CH3:22])=[O:19])[CH2:16][CH:17]=3)[N:9]=[N:8]2)[CH:6]=[CH:5][CH:4]=[CH:3][CH:2]=1.[H][H]. (4) Given the product [CH:20]([N:16]1[C:15]([C:9]2[S:10][C:11]3[CH2:12][CH2:13][O:14][C:5]4[CH:4]=[CH:3][C:2]([C:28]5[CH:29]=[N:30][C:25]([CH3:24])=[CH:26][CH:27]=5)=[CH:23][C:6]=4[C:7]=3[N:8]=2)=[N:19][CH:18]=[N:17]1)([CH3:22])[CH3:21], predict the reactants needed to synthesize it. The reactants are: Br[C:2]1[CH:3]=[CH:4][C:5]2[O:14][CH2:13][CH2:12][C:11]3[S:10][C:9]([C:15]4[N:16]([CH:20]([CH3:22])[CH3:21])[N:17]=[CH:18][N:19]=4)=[N:8][C:7]=3[C:6]=2[CH:23]=1.[CH3:24][C:25]1[N:30]=[CH:29][C:28](B(O)O)=[CH:27][CH:26]=1. (5) The reactants are: [CH3:1]/[C:2](=[CH:9]\[C:10]1[CH:15]=[CH:14][C:13]([CH3:16])=[CH:12][CH:11]=1)/[CH2:3][CH2:4][C:5](OC)=[O:6].[H-].[Al+3].[Li+].[H-].[H-].[H-]. Given the product [CH3:1]/[C:2](=[CH:9]\[C:10]1[CH:15]=[CH:14][C:13]([CH3:16])=[CH:12][CH:11]=1)/[CH2:3][CH2:4][CH2:5][OH:6], predict the reactants needed to synthesize it. (6) The reactants are: [ClH:1].O1CCOCC1.[N:8]1([C:13]2[CH:14]=[N:15][C:16]([NH:19][CH2:20][CH2:21][C@H:22]3[CH2:24][C@@H:23]3[CH:25]3[CH2:30][CH2:29][N:28](C(OC(C)(C)C)=O)[CH2:27][CH2:26]3)=[N:17][CH:18]=2)[CH:12]=[N:11][N:10]=[N:9]1. Given the product [ClH:1].[NH:28]1[CH2:29][CH2:30][CH:25]([C@H:23]2[CH2:24][C@@H:22]2[CH2:21][CH2:20][NH:19][C:16]2[N:15]=[CH:14][C:13]([N:8]3[CH:12]=[N:11][N:10]=[N:9]3)=[CH:18][N:17]=2)[CH2:26][CH2:27]1, predict the reactants needed to synthesize it.